From a dataset of Reaction yield outcomes from USPTO patents with 853,638 reactions. Predict the reaction yield, written as a fraction of the theoretical maximum amount of product (1.0 means a 100% yield; for example, 0.34 means a 34% yield). (1) The reactants are [Br:1][C:2]1[CH:11]=[C:10]([C:12]([NH:14][CH2:15][C:16]2[CH:21]=[CH:20][CH:19]=[C:18]([N+:22]([O-])=O)[CH:17]=2)=[O:13])[CH:9]=[CH:8][C:3]=1[C:4]([O:6][CH3:7])=[O:5]. The catalyst is O.C(O)(=O)C.[Fe]. The product is [NH2:22][C:18]1[CH:17]=[C:16]([CH2:15][NH:14][C:12]([C:10]2[CH:9]=[CH:8][C:3]([C:4]([O:6][CH3:7])=[O:5])=[C:2]([Br:1])[CH:11]=2)=[O:13])[CH:21]=[CH:20][CH:19]=1. The yield is 0.870. (2) The reactants are Br[C:2]1[C:9]([F:10])=[CH:8][CH:7]=[CH:6][C:3]=1[C:4]#[N:5].C([O-])(=O)C.[K+].[B:16]1([B:16]2[O:20][C:19]([CH3:22])([CH3:21])[C:18]([CH3:24])([CH3:23])[O:17]2)[O:20][C:19]([CH3:22])([CH3:21])[C:18]([CH3:24])([CH3:23])[O:17]1. The catalyst is O1CCOCC1.CS(C)=O.C1C=CC([PH+]([C]2[CH][CH][CH][CH]2)C2C=CC=CC=2)=CC=1.C1C=CC([PH+]([C]2[CH][CH][CH][CH]2)C2C=CC=CC=2)=CC=1.C(Cl)Cl.Cl[Pd]Cl.[Fe]. The product is [F:10][C:9]1[C:2]([B:16]2[O:20][C:19]([CH3:22])([CH3:21])[C:18]([CH3:24])([CH3:23])[O:17]2)=[C:3]([CH:6]=[CH:7][CH:8]=1)[C:4]#[N:5]. The yield is 0.620. (3) The reactants are [CH:1]([NH:4][C:5](=[O:33])[CH2:6][N:7]1[C:16](=[O:17])[C:15]2[C:10](=[CH:11][CH:12]=[C:13]([N:18]3[CH2:24][CH2:23][CH2:22][NH:21][CH2:20][CH2:19]3)[CH:14]=2)[N:9]=[C:8]1[C:25]1[CH:30]=[CH:29][CH:28]=[C:27]([O:31][CH3:32])[CH:26]=1)([CH3:3])[CH3:2].[CH2:34](Br)[CH3:35].C([O-])([O-])=O.[K+].[K+]. The catalyst is C(#N)C. The product is [CH2:34]([N:21]1[CH2:22][CH2:23][CH2:24][N:18]([C:13]2[CH:14]=[C:15]3[C:10](=[CH:11][CH:12]=2)[N:9]=[C:8]([C:25]2[CH:30]=[CH:29][CH:28]=[C:27]([O:31][CH3:32])[CH:26]=2)[N:7]([CH2:6][C:5]([NH:4][CH:1]([CH3:3])[CH3:2])=[O:33])[C:16]3=[O:17])[CH2:19][CH2:20]1)[CH3:35]. The yield is 0.100. (4) The reactants are [N:1]1([NH:7][C:8]([C:10]2[CH:25]=[CH:24][C:13]3[O:14][C:15]4[CH:23]=[CH:22][CH:21]=[CH:20][C:16]=4[C:17](Cl)=[N:18][C:12]=3[CH:11]=2)=[O:9])[CH2:6][CH2:5][CH2:4][CH2:3][CH2:2]1.CN1C(=O)CCC1.[CH:33]1([Mg]Cl)[CH2:38][CH2:37][CH2:36][CH2:35][CH2:34]1.[NH4+].[Cl-]. The catalyst is C1COCC1.CCOC(C)=O. The product is [N:1]1([NH:7][C:8]([C:10]2[CH:25]=[CH:24][C:13]3[O:14][C:15]4[CH:23]=[CH:22][CH:21]=[CH:20][C:16]=4[C:17]([CH:33]4[CH2:38][CH2:37][CH2:36][CH2:35][CH2:34]4)=[N:18][C:12]=3[CH:11]=2)=[O:9])[CH2:6][CH2:5][CH2:4][CH2:3][CH2:2]1. The yield is 1.00. (5) The reactants are [Cl:1][C:2]1[CH:7]=[CH:6][CH:5]=[CH:4][C:3]=1[N:8]1[C:12](=[O:13])[C:11]([C:14]([O:16]CC)=[O:15])=[CH:10][N:9]1[CH3:19].O1CCCC1.[OH-].[Na+]. The catalyst is CO. The product is [Cl:1][C:2]1[CH:7]=[CH:6][CH:5]=[CH:4][C:3]=1[N:8]1[C:12](=[O:13])[C:11]([C:14]([OH:16])=[O:15])=[CH:10][N:9]1[CH3:19]. The yield is 0.910. (6) The reactants are [NH2:1][C:2]1[N:10]=[C:9]([S:11][CH3:12])[C:8]([C:13]#[N:14])=[CH:7][C:3]=1C(O)=O.C1CCCCC1. The catalyst is C1(OC2C=CC=CC=2)C=CC=CC=1. The product is [NH2:1][C:2]1[CH:3]=[CH:7][C:8]([C:13]#[N:14])=[C:9]([S:11][CH3:12])[N:10]=1. The yield is 0.550. (7) The reactants are [C:1]([C:5]1[CH:6]=[C:7]([C:16]2[CH:17]=[C:18]([C:30]3[CH:35]=[CH:34][C:33]([C:36]([O:38][CH2:39][CH3:40])=[O:37])=[CH:32][CH:31]=3)[CH:19]=[CH:20][C:21]=2OS(C(F)(F)F)(=O)=O)[CH:8]=[CH:9][C:10]=1[N:11]([CH2:14][CH3:15])[CH2:12][CH3:13])([CH3:4])([CH3:3])[CH3:2].[Li+].[Cl-].[CH2:43]([Sn](CCCC)(CCCC)CCCC)[CH:44]=C.O. The catalyst is CN(C)C=O.Cl[Pd](Cl)([P](C1C=CC=CC=1)(C1C=CC=CC=1)C1C=CC=CC=1)[P](C1C=CC=CC=1)(C1C=CC=CC=1)C1C=CC=CC=1. The product is [C:1]([C:5]1[CH:6]=[C:7]([C:16]2[CH:17]=[C:18]([C:30]3[CH:35]=[CH:34][C:33]([C:36]([O:38][CH2:39][CH3:40])=[O:37])=[CH:32][CH:31]=3)[CH:19]=[CH:20][C:21]=2[CH:43]=[CH2:44])[CH:8]=[CH:9][C:10]=1[N:11]([CH2:14][CH3:15])[CH2:12][CH3:13])([CH3:4])([CH3:3])[CH3:2]. The yield is 1.00. (8) The reactants are [F:1][C:2]1[CH:16]=[CH:15][C:5]([CH2:6][N:7]2[CH2:12][C@@H:11]([CH3:13])[NH:10][CH2:9][C@@H:8]2[CH3:14])=[CH:4][CH:3]=1.[Br:17][C:18]1[CH:19]=[CH:20][C:21]2[O:25][C:24]([C:26](O)=[O:27])=[CH:23][C:22]=2[CH:29]=1.ON1C2C=CC=CC=2N=N1.C1(N=C=N)CCCCC1. The catalyst is C(Cl)(Cl)Cl. The product is [Br:17][C:18]1[CH:19]=[CH:20][C:21]2[O:25][C:24]([C:26]([N:10]3[CH2:9][C@@H:8]([CH3:14])[N:7]([CH2:6][C:5]4[CH:15]=[CH:16][C:2]([F:1])=[CH:3][CH:4]=4)[CH2:12][C@@H:11]3[CH3:13])=[O:27])=[CH:23][C:22]=2[CH:29]=1. The yield is 0.930. (9) The reactants are [Br:1][C:2]1[C:10]2[NH:9][CH:8]=[N:7][C:6]=2[CH:5]=[CH:4][C:3]=1[NH:11][C:12]1[NH:13][CH2:14][CH2:15][N:16]=1.[Br:17]Br.N. The catalyst is [Hg](OC(C)=O)OC(C)=O. The product is [Br:1][C:2]1[C:10]2[NH:9][CH:8]=[N:7][C:6]=2[CH:5]=[C:4]([Br:17])[C:3]=1[NH:11][C:12]1[NH:13][CH2:14][CH2:15][N:16]=1. The yield is 0.860. (10) The reactants are C([O:3][C:4](=[O:35])[CH2:5][CH2:6][C:7]1[CH:12]=[CH:11][CH:10]=[C:9]([N:13]2[C:17]([NH:18][C:19]([C:21]3[C:30]4[C:25](=[CH:26][CH:27]=[CH:28][CH:29]=4)[CH:24]=[CH:23][N:22]=3)=[O:20])=[CH:16][C:15]([C:31]([CH3:34])([CH3:33])[CH3:32])=[N:14]2)[CH:8]=1)C.[Li+].[OH-]. The catalyst is CO. The product is [C:31]([C:15]1[CH:16]=[C:17]([NH:18][C:19]([C:21]2[C:30]3[C:25](=[CH:26][CH:27]=[CH:28][CH:29]=3)[CH:24]=[CH:23][N:22]=2)=[O:20])[N:13]([C:9]2[CH:8]=[C:7]([CH2:6][CH2:5][C:4]([OH:35])=[O:3])[CH:12]=[CH:11][CH:10]=2)[N:14]=1)([CH3:34])([CH3:32])[CH3:33]. The yield is 0.870.